Dataset: Full USPTO retrosynthesis dataset with 1.9M reactions from patents (1976-2016). Task: Predict the reactants needed to synthesize the given product. (1) Given the product [CH2:1]([N:8]([CH2:22][C:23]1[CH:28]=[CH:27][CH:26]=[CH:25][CH:24]=1)[C@H:9]1[C@H:13]([F:35])[CH2:12][N:11]([C:15]([O:17][C:18]([CH3:21])([CH3:20])[CH3:19])=[O:16])[CH2:10]1)[C:2]1[CH:7]=[CH:6][CH:5]=[CH:4][CH:3]=1, predict the reactants needed to synthesize it. The reactants are: [CH2:1]([N:8]([CH2:22][C:23]1[CH:28]=[CH:27][CH:26]=[CH:25][CH:24]=1)[C@H:9]1[C@H:13](O)[CH2:12][N:11]([C:15]([O:17][C:18]([CH3:21])([CH3:20])[CH3:19])=[O:16])[CH2:10]1)[C:2]1[CH:7]=[CH:6][CH:5]=[CH:4][CH:3]=1.C(N(S(F)(F)[F:35])CC)C. (2) Given the product [ClH:18].[C:12]1([C:10]2[N:4]([CH2:1][CH:2]=[CH2:3])[C:5](=[N:6][NH2:7])[S:8][CH:9]=2)[CH:17]=[CH:16][CH:15]=[CH:14][CH:13]=1, predict the reactants needed to synthesize it. The reactants are: [CH2:1]([NH:4][C:5](=[S:8])[NH:6][NH2:7])[CH:2]=[CH2:3].[CH2:9]([Cl:18])[C:10]([C:12]1[CH:17]=[CH:16][CH:15]=[CH:14][CH:13]=1)=O.